From a dataset of Reaction yield outcomes from USPTO patents with 853,638 reactions. Predict the reaction yield, written as a fraction of the theoretical maximum amount of product (1.0 means a 100% yield; for example, 0.34 means a 34% yield). The reactants are [Cl:1][C:2]1[CH:7]=[CH:6][C:5]([S:8]([N:11]([C:15]2[C:16]([CH:22]([C:24]3[CH:29]=[C:28]([N+:30]([O-:32])=[O:31])[CH:27]=[CH:26][C:25]=3[Cl:33])[OH:23])=[N:17][CH:18]=[C:19]([CH3:21])[CH:20]=2)[CH2:12][O:13][CH3:14])(=[O:10])=[O:9])=[CH:4][C:3]=1[C:34]([F:37])([F:36])[F:35].CC(OI1(OC(C)=O)(OC(C)=O)OC(=O)C2C=CC=CC1=2)=O.[O-]S([O-])(=S)=O.[Na+].[Na+].C([O-])(O)=O.[Na+]. The catalyst is C(Cl)Cl. The product is [Cl:1][C:2]1[CH:7]=[CH:6][C:5]([S:8]([N:11]([C:15]2[C:16]([C:22](=[O:23])[C:24]3[CH:29]=[C:28]([N+:30]([O-:32])=[O:31])[CH:27]=[CH:26][C:25]=3[Cl:33])=[N:17][CH:18]=[C:19]([CH3:21])[CH:20]=2)[CH2:12][O:13][CH3:14])(=[O:9])=[O:10])=[CH:4][C:3]=1[C:34]([F:35])([F:37])[F:36]. The yield is 0.520.